From a dataset of Catalyst prediction with 721,799 reactions and 888 catalyst types from USPTO. Predict which catalyst facilitates the given reaction. (1) Reactant: [NH2:1][C:2]1[O:6][C:5]([C:7](=[O:10])[CH2:8][CH3:9])=[N:4][N:3]=1.Br[CH2:12][C:13]1[CH:22]=[C:21]2[C:16]([C:17]([C:25]3[CH:30]=[CH:29][CH:28]=[CH:27][CH:26]=3)=[CH:18][C:19]([C:23]#[N:24])=[N:20]2)=[CH:15][CH:14]=1.C(N(CC)C(C)C)(C)C. Product: [C:25]1([C:17]2[C:16]3[C:21](=[CH:22][C:13]([CH2:12][NH:1][C:2]4[O:6][C:5]([C:7](=[O:10])[CH2:8][CH3:9])=[N:4][N:3]=4)=[CH:14][CH:15]=3)[N:20]=[C:19]([C:23]#[N:24])[CH:18]=2)[CH:26]=[CH:27][CH:28]=[CH:29][CH:30]=1. The catalyst class is: 3. (2) Reactant: [Br:1][C:2]1[CH:7]=[C:6]([S:8]([CH3:11])(=[O:10])=[O:9])[CH:5]=[CH:4][C:3]=1F.[CH3:13][C:14]1[CH:19]=[CH:18][CH:17]=[C:16]([CH3:20])[C:15]=1[OH:21].C(=O)([O-])[O-].[Cs+].[Cs+].Cl. Product: [Br:1][C:2]1[CH:7]=[C:6]([S:8]([CH3:11])(=[O:10])=[O:9])[CH:5]=[CH:4][C:3]=1[O:21][C:15]1[C:16]([CH3:20])=[CH:17][CH:18]=[CH:19][C:14]=1[CH3:13]. The catalyst class is: 16.